From a dataset of Catalyst prediction with 721,799 reactions and 888 catalyst types from USPTO. Predict which catalyst facilitates the given reaction. The catalyst class is: 4. Product: [Cl:8][C:9]1[N:14]=[C:13]([N:15]2[CH2:16][CH2:17][NH:18][CH2:19][CH2:20]2)[CH:12]=[N:11][CH:10]=1. Reactant: FC(F)(F)C(O)=O.[Cl:8][C:9]1[N:14]=[C:13]([N:15]2[CH2:20][CH2:19][N:18](C(OC(C)(C)C)=O)[CH2:17][CH2:16]2)[CH:12]=[N:11][CH:10]=1.[OH-].[Na+].